This data is from Reaction yield outcomes from USPTO patents with 853,638 reactions. The task is: Predict the reaction yield, written as a fraction of the theoretical maximum amount of product (1.0 means a 100% yield; for example, 0.34 means a 34% yield). (1) The reactants are FC1C=C(CN)C=NC=1.[N:10]1[CH:15]=[CH:14][C:13]([CH2:16][NH2:17])=[CH:12][CH:11]=1.[CH3:18][C:19]1[N:20]=[C:21]([N:27]2[CH2:31][CH2:30][N:29]([CH2:32][CH2:33][CH2:34][C:35]([F:38])([F:37])[F:36])[C:28]2=[O:39])[S:22][C:23]=1[C:24](O)=[O:25]. No catalyst specified. The product is [CH3:18][C:19]1[N:20]=[C:21]([N:27]2[CH2:31][CH2:30][N:29]([CH2:32][CH2:33][CH2:34][C:35]([F:36])([F:37])[F:38])[C:28]2=[O:39])[S:22][C:23]=1[C:24]([NH:17][CH2:16][C:13]1[CH:14]=[CH:15][N:10]=[CH:11][CH:12]=1)=[O:25]. The yield is 0.420. (2) The reactants are [Br:1][C:2]1[CH:9]=[CH:8][C:5]([CH:6]=O)=[CH:4][CH:3]=1.[N+:10]([CH2:13][CH3:14])([O-:12])=[O:11].C([O-])(=O)C.[NH4+].S(=O)(=O)(O)O. The catalyst is C1(C)C=CC=CC=1. The product is [Br:1][C:2]1[CH:9]=[CH:8][C:5]([CH:6]=[C:13]([N+:10]([O-:12])=[O:11])[CH3:14])=[CH:4][CH:3]=1. The yield is 0.470. (3) The reactants are [OH:1][C:2]([C:34]1[CH:39]=[CH:38][CH:37]=[CH:36][CH:35]=1)([C:28]1[CH:33]=[CH:32][CH:31]=[CH:30][CH:29]=1)[CH:3]1[CH2:8][CH2:7][N:6]([CH2:9][CH2:10][CH2:11][C:12]([C:14]2[CH:19]=[CH:18][C:17]([C:20]([CH3:27])([CH3:26])[C:21]([O:23]CC)=[O:22])=[CH:16][CH:15]=2)=[O:13])[CH2:5][CH2:4]1.[OH-].[Na+].[BH4-].[Na+].CC(C)=O.[ClH:48]. The catalyst is O.CO. The product is [OH2:1].[ClH:48].[OH:1][C:2]([C:34]1[CH:35]=[CH:36][CH:37]=[CH:38][CH:39]=1)([C:28]1[CH:29]=[CH:30][CH:31]=[CH:32][CH:33]=1)[CH:3]1[CH2:8][CH2:7][N:6]([CH2:9][CH2:10][CH2:11][CH:12]([C:14]2[CH:19]=[CH:18][C:17]([C:20]([CH3:27])([CH3:26])[C:21]([OH:23])=[O:22])=[CH:16][CH:15]=2)[OH:13])[CH2:5][CH2:4]1. The yield is 0.980. (4) The reactants are Br[C:2]1[C:7](=[O:8])[N:6]([CH2:9][C:10]2[CH:15]=[CH:14][C:13]([C:16]3[C:17]([C:22]#[N:23])=[CH:18][CH:19]=[CH:20][CH:21]=3)=[CH:12][C:11]=2[F:24])[C:5]([CH2:25][CH2:26][CH3:27])=[N:4][C:3]=1[CH3:28].[CH:29]1([CH2:32][O:33][C:34]2[N:39]=[CH:38][C:37](B(O)O)=[CH:36][CH:35]=2)[CH2:31][CH2:30]1.C(=O)([O-])[O-].[Cs+].[Cs+].O1CCOCC1. The catalyst is C(OCC)(=O)C.C1C=CC(P(C2C=CC=CC=2)[C-]2C=CC=C2)=CC=1.C1C=CC(P(C2C=CC=CC=2)[C-]2C=CC=C2)=CC=1.Cl[Pd]Cl.[Fe+2].ClCCl. The product is [CH:29]1([CH2:32][O:33][C:34]2[N:39]=[CH:38][C:37]([C:2]3[C:7](=[O:8])[N:6]([CH2:9][C:10]4[CH:15]=[CH:14][C:13]([C:16]5[C:17]([C:22]#[N:23])=[CH:18][CH:19]=[CH:20][CH:21]=5)=[CH:12][C:11]=4[F:24])[C:5]([CH2:25][CH2:26][CH3:27])=[N:4][C:3]=3[CH3:28])=[CH:36][CH:35]=2)[CH2:30][CH2:31]1. The yield is 0.910. (5) The reactants are [CH3:1][O:2][C:3](=[O:21])[C@@H:4]([NH:13][C:14]([O:16][C:17]([CH3:20])([CH3:19])[CH3:18])=[O:15])[CH2:5][C:6]1[CH:11]=[CH:10][C:9]([OH:12])=[CH:8][CH:7]=1.Br[C:23]1[CH:28]=[CH:27][C:26]([Cl:29])=[CH:25][CH:24]=1.CN(C)CC(O)=O.C(=O)([O-])[O-].[Cs+].[Cs+]. The catalyst is O1CCOCC1. The product is [CH3:1][O:2][C:3](=[O:21])[C@@H:4]([NH:13][C:14]([O:16][C:17]([CH3:18])([CH3:20])[CH3:19])=[O:15])[CH2:5][C:6]1[CH:11]=[CH:10][C:9]([O:12][C:23]2[CH:28]=[CH:27][C:26]([Cl:29])=[CH:25][CH:24]=2)=[CH:8][CH:7]=1. The yield is 0.210.